Dataset: Full USPTO retrosynthesis dataset with 1.9M reactions from patents (1976-2016). Task: Predict the reactants needed to synthesize the given product. (1) Given the product [C:1]([NH:14][C@@H:15]1[C@H:19]2[O:20][CH2:21][C@H:22]([NH:23][C:24]([CH:26]3[CH2:27][CH2:28]3)=[O:25])[C@H:18]2[O:17][CH2:16]1)(=[O:13])[CH2:2][CH2:3][CH2:4][CH2:5][CH2:6][CH2:7][CH2:8][CH2:9][C:10]#[CH:11], predict the reactants needed to synthesize it. The reactants are: [C:1]([OH:13])(=O)[CH2:2][CH2:3][CH2:4][CH2:5][CH2:6][CH2:7][CH2:8][CH2:9][C:10]#[CH:11].[NH2:14][C@@H:15]1[C@H:19]2[O:20][CH2:21][C@H:22]([NH:23][C:24]([CH:26]3[CH2:28][CH2:27]3)=[O:25])[C@H:18]2[O:17][CH2:16]1. (2) Given the product [OH:7][C:8]1[C:9]([C:15]([O:17][CH2:18][CH3:19])=[O:16])=[CH:10][NH:22][N:21]=1, predict the reactants needed to synthesize it. The reactants are: CC[O-].[Na+].C([O:7][CH:8]=[C:9]([C:15]([O:17][CH2:18][CH3:19])=[O:16])[C:10](OCC)=O)C.O.[NH2:21][NH2:22].Cl.